Binary Classification. Given two protein amino acid sequences, predict whether they physically interact or not. From a dataset of Human Reference Interactome with 51,813 positive PPI pairs across 8,248 proteins, plus equal number of experimentally-validated negative pairs. (1) Protein 1 (ENSG00000150773) has sequence METSSKGLLTQVTQFWNLLDDLAQSDPEGYEKFIQQQLKEGKQLCAAPEPQLCLQTRILKPKEKILFINLCQWTRIPAPQSTTHPVPLTVGKPEDTTEISDAYTVIDVAYNPDVLHAAEKDQVKKNQLIQMAMKCIEEKFQFTLSHSYHITKFRIKGSIQRMKQNLMGIQTDSIDLREKMRRELTLGQIRSSTMSNPDHFPQLLLPKDQVSGKAVCLIEEISSTEIQVEMKMPAYELKIVHDHSEKPLKIELKVELPGINSVSLCDLSVSEDDLLIEVSEKYRLHLNLPKLIDTEMTTAK.... Protein 2 (ENSG00000204209) has sequence MATANSIIVLDDDDEDEAAAQPGPSHPLPNAASPGAEAPSSSEPHGARGSSSSGGKKCYKLENEKLFEEFLELCKMQTADHPEVVPFLYNRQQRAHSLFLASAEFCNILSRVLSRARSRPAKLYVYINELCTVLKAHSAKKKLNLAPAATTSNEPSGNNPPTHLSLDPTNAENTASQSPRTRGSRRQIQRLEQLLALYVAEIRRLQEKELDLSELDDPDSAYLQEARLKRKLIRLFGRLCELKDCSSLTGRVIEQRIPYRGTRYPEVNRRIERLINKPGPDTFPDYGDVLRAVEKAAARH.... Result: 0 (the proteins do not interact). (2) Protein 1 (ENSG00000166734) has sequence MVGFGANRRAGRLPSLVLVVLLVVIVVLAFNYWSISSRHVLLQEEVAELQGQVQRTEVARGRLEKRNSDLLLLVDTHKKQIDQKEADYGRLSSRLQAREGLGKRCEDDKVKLQNNISYQMADIHHLKEQLAELRQEFLRQEDQLQDYRKNNTYLVKRLEYESFQCGQQMKELRAQHEENIKKLADQFLEEQKQETQKIQSNDGKELDINNQVVPKNIPKVAENVADKNEEPSSNHIPHGKEQIKRGGDAGMPGIEENDLAKVDDLPPALRKPPISVSQHESHQAISHLPTGQPLSPNMPP.... Protein 2 (ENSG00000204669) has sequence MKKIEISGTCLSFHLLFGLEIRMRRIVFAGVILFRLLGVILFRLLGVILFGRLGDLGTCQTKPGQYWKEEVHIQDVGGLICRACNLSLPFHGCLLDLGTCQAEPGQYCKEEVHIQGGIQWYSVKGCTKNTSECFKSTLVKRILQLHELVTTHCCNHSLCNF*MGVGFTELEYLAPWLRPPFSDLGTCQTKPGQYWKEEVHIQDVGGLICRACNLSLPFHGCLLDLGTCQAEPGQYCKEEVHIQGGIQWYSVKGCTKNTSECFKSTLVKRILQLHELVTTHCCNHSLCNF*MRRIVFAGVI.... Result: 0 (the proteins do not interact). (3) Protein 1 (ENSG00000169855) has sequence MIAEPAHFYLFGLICLCSGSRLRQEDFPPRIVEHPSDLIVSKGEPATLNCKAEGRPTPTIEWYKGGERVETDKDDPRSHRMLLPSGSLFFLRIVHGRKSRPDEGVYVCVARNYLGEAVSHNASLEVAILRDDFRQNPSDVMVAVGEPAVMECQPPRGHPEPTISWKKDGSPLDDKDERITIRGGKLMITYTRKSDAGKYVCVGTNMVGERESEVAELTVLERPSFVKRPSNLAVTVDDSAEFKCEARGDPVPTVRWRKDDGELPKSRYEIRDDHTLKIRKVTAGDMGSYTCVAENMVGKA.... Protein 2 (ENSG00000134874) has sequence MQAEAADWFSSMPFQKHVYYPLASGPEGPDVAVAAAAAGAASMACAPPSAASGPLPFFQFRPRLESVDWRRLSAIDVDKVAGAVDVLTLQENIMNITFCKLEDEKCPHCQSGVDPVLLKLIRLAQFTIEYLLHSQEFLTSQLHTLEERLRLSHCDGEQSKKLLTKQAGEIKTLKEECKRRKKMISTQQLMIEAKANYYQCHFCDKAFMNQAFLQSHIQRRHTEENSHFEYQKNAQIEKLRSEIVVLKEELQLTRSELEAAHHASAVRFSKEYEMQKTKEEDFLKLFDRWKEEEKEKLVDE.... Result: 0 (the proteins do not interact).